This data is from Peptide-MHC class I binding affinity with 185,985 pairs from IEDB/IMGT. The task is: Regression. Given a peptide amino acid sequence and an MHC pseudo amino acid sequence, predict their binding affinity value. This is MHC class I binding data. The MHC is HLA-A29:02 with pseudo-sequence HLA-A29:02. The binding affinity (normalized) is 0.287. The peptide sequence is HYHYRLWHY.